From a dataset of Full USPTO retrosynthesis dataset with 1.9M reactions from patents (1976-2016). Predict the reactants needed to synthesize the given product. (1) Given the product [Br:19][C:3]1[C:2]2=[N:1][O:16][C:14]3=[C:15]2[C:6]([C:7](=[O:17])[C:8]2[C:13]3=[CH:12][CH:11]=[CH:10][CH:9]=2)=[C:5]([Br:18])[CH:4]=1.[S:24]([O-:28])([OH:27])(=[O:26])=[O:25].[C:2]1([N+:1]#[N:20])[C:15]2[C:14](=[O:16])[C:13]3[C:8](=[CH:9][CH:10]=[CH:11][CH:12]=3)[C:7](=[O:17])[C:6]=2[CH:5]=[CH:4][CH:3]=1, predict the reactants needed to synthesize it. The reactants are: [NH2:1][C:2]1[C:15]2[C:14](=[O:16])[C:13]3[C:8](=[CH:9][CH:10]=[CH:11][CH:12]=3)[C:7](=[O:17])[C:6]=2[C:5]([Br:18])=[CH:4][C:3]=1[Br:19].[N:20]([O-])=O.[Na+].[S:24](=[O:28])(=[O:27])([OH:26])[OH:25]. (2) Given the product [CH2:24]([NH:23][C:21](=[O:22])[CH:20]([C:17]1[CH:16]=[CH:15][C:14]([C:13]#[C:12][C:9]2[CH:8]=[N:7][C:6]([NH:4][CH:1]([CH3:3])[CH3:2])=[N:11][CH:10]=2)=[CH:19][CH:18]=1)[CH3:26])[CH3:25], predict the reactants needed to synthesize it. The reactants are: [CH:1]([NH2:4])([CH3:3])[CH3:2].Cl[C:6]1[N:11]=[CH:10][C:9]([C:12]#[C:13][C:14]2[CH:19]=[CH:18][C:17]([CH:20]([CH3:26])[C:21]([NH:23][CH2:24][CH3:25])=[O:22])=[CH:16][CH:15]=2)=[CH:8][N:7]=1.CCN(C(C)C)C(C)C. (3) Given the product [I:14][C:15]1[CH:20]=[CH:19][C:18]([C:10]2[C:11]3[NH:12][C:13]4[C:5](=[CH:4][CH:3]=[CH:2][CH:1]=4)[C:6]=3[CH:7]=[CH:8][CH:9]=2)=[CH:17][CH:16]=1, predict the reactants needed to synthesize it. The reactants are: [CH:1]1[C:13]2[NH:12][C:11]3[C:6](=[CH:7][CH:8]=[CH:9][CH:10]=3)[C:5]=2[CH:4]=[CH:3][CH:2]=1.[I:14][C:15]1[CH:20]=[CH:19][C:18](I)=[CH:17][CH:16]=1. (4) Given the product [NH2:1][C:2]1[N:7]=[C:6]([Cl:8])[C:5]2[CH2:9][C:10](=[O:11])[N:15]([CH2:16][C:17]3[CH:21]=[CH:20][N:19]([CH3:22])[N:18]=3)[C:4]=2[N:3]=1, predict the reactants needed to synthesize it. The reactants are: [NH2:1][C:2]1[N:7]=[C:6]([Cl:8])[C:5]([CH2:9][C:10](OCC)=[O:11])=[C:4]([NH:15][CH2:16][C:17]2[CH:21]=[CH:20][N:19]([CH3:22])[N:18]=2)[N:3]=1.CCN(C(C)C)C(C)C. (5) Given the product [O:1]1[C:2]2[CH:3]=[C:4]([C:9]([O:11][CH3:12])=[O:10])[N:5]=[CH:6][C:7]=2[O:8][CH2:21][CH2:20]1, predict the reactants needed to synthesize it. The reactants are: [OH:1][C:2]1[C:7]([OH:8])=[CH:6][N:5]=[C:4]([C:9]([O:11][CH3:12])=[O:10])[CH:3]=1.C([O-])([O-])=O.[K+].[K+].Br[CH2:20][CH2:21]Br.